Dataset: Catalyst prediction with 721,799 reactions and 888 catalyst types from USPTO. Task: Predict which catalyst facilitates the given reaction. (1) Reactant: [Cl:1][C:2]1[N:7]=[CH:6][C:5]([OH:8])=[C:4]([CH3:9])[CH:3]=1.C(=O)([O-])[O-].[Cs+].[Cs+].FC(F)(F)S(O[CH2:22][C:23]([F:26])([F:25])[F:24])(=O)=O.O. Product: [Cl:1][C:2]1[CH:3]=[C:4]([CH3:9])[C:5]([O:8][CH2:22][C:23]([F:26])([F:25])[F:24])=[CH:6][N:7]=1. The catalyst class is: 3. (2) The catalyst class is: 7. Product: [C:22]([O:21][C:26]([N:28]1[CH2:33][CH2:32][CH:31]([CH2:34][O:1][C:2]2[CH:3]=[C:4]([O:9][S:10]([C:13]3[CH:18]=[CH:17][CH:16]=[C:15]([Cl:19])[C:14]=3[Cl:20])(=[O:12])=[O:11])[CH:5]=[C:6]([CH3:8])[CH:7]=2)[CH2:30][CH2:29]1)=[O:27])([CH3:25])([CH3:23])[CH3:24]. Reactant: [OH:1][C:2]1[CH:3]=[C:4]([O:9][S:10]([C:13]2[CH:18]=[CH:17][CH:16]=[C:15]([Cl:19])[C:14]=2[Cl:20])(=[O:12])=[O:11])[CH:5]=[C:6]([CH3:8])[CH:7]=1.[O:21]([C:26]([N:28]1[CH2:33][CH2:32][CH:31]([CH2:34]O)[CH2:30][CH2:29]1)=[O:27])[C:22]([CH3:25])([CH3:24])[CH3:23].C1(P(C2C=CC=CC=2)C2C=CC=CC=2)C=CC=CC=1. (3) Reactant: C(NC(C)C)(C)C.C([Li])CCC.CO[C:15](=[O:35])[CH:16]([N:23]([C:28]([O:30][C:31]([CH3:34])([CH3:33])[CH3:32])=[O:29])[CH2:24][CH2:25][C:26]#[N:27])[CH2:17][O:18][C:19]([CH3:22])([CH3:21])[CH3:20]. Product: [C:31]([O:30][C:28]([N:23]1[CH2:24][CH:25]([C:26]#[N:27])[C:15](=[O:35])[CH:16]1[CH2:17][O:18][C:19]([CH3:20])([CH3:21])[CH3:22])=[O:29])([CH3:32])([CH3:33])[CH3:34]. The catalyst class is: 1. (4) Reactant: [H-].[Na+].[CH2:3]([OH:10])[C:4]1[CH:9]=[CH:8][CH:7]=[CH:6][CH:5]=1.Cl[C:12]1[CH:17]=[C:16]([CH3:18])[N:15]=[CH:14][N:13]=1. The catalyst class is: 9. Product: [CH2:3]([O:10][C:12]1[CH:17]=[C:16]([CH3:18])[N:15]=[CH:14][N:13]=1)[C:4]1[CH:9]=[CH:8][CH:7]=[CH:6][CH:5]=1. (5) Reactant: [F:1][C:2]1([F:43])[CH2:7][CH2:6][C@@H:5]([NH:8][C:9](=[O:22])[C:10]2[CH:15]=[CH:14][C:13]([N:16]3[CH:20]=[CH:19][C:18]([CH3:21])=[N:17]3)=[CH:12][CH:11]=2)[C@@H:4]([C:23]([N:25]2[C:37]3[C:36]4[CH:35]=[CH:34][CH:33]=[CH:32][C:31]=4[N:30]=[C:29]([C:38]4[NH:39][CH:40]=[CH:41][N:42]=4)[C:28]=3[CH2:27][CH2:26]2)=[O:24])[CH2:3]1.[BrH:44].C(O)C. Product: [BrH:44].[F:43][C:2]1([F:1])[CH2:7][CH2:6][C@@H:5]([NH:8][C:9](=[O:22])[C:10]2[CH:15]=[CH:14][C:13]([N:16]3[CH:20]=[CH:19][C:18]([CH3:21])=[N:17]3)=[CH:12][CH:11]=2)[C@@H:4]([C:23]([N:25]2[C:37]3[C:36]4[CH:35]=[CH:34][CH:33]=[CH:32][C:31]=4[N:30]=[C:29]([C:38]4[NH:39][CH:40]=[CH:41][N:42]=4)[C:28]=3[CH2:27][CH2:26]2)=[O:24])[CH2:3]1. The catalyst class is: 13. (6) Reactant: CC([CH:5]1[CH2:10][CH:9]([C:11]2[C:19]3[C:14](=[C:15]([C:21]([NH2:23])=[O:22])[CH:16]=[C:17]([Br:20])[CH:18]=3)[NH:13][CH:12]=2)[CH2:8][CH2:7][N:6]1C([O-])=O)(C)C.[ClH:27].C(OCC)C. Product: [ClH:27].[Br:20][C:17]1[CH:18]=[C:19]2[C:14](=[C:15]([C:21]([NH2:23])=[O:22])[CH:16]=1)[NH:13][CH:12]=[C:11]2[CH:9]1[CH2:10][CH2:5][NH:6][CH2:7][CH2:8]1. The catalyst class is: 71.